This data is from Full USPTO retrosynthesis dataset with 1.9M reactions from patents (1976-2016). The task is: Predict the reactants needed to synthesize the given product. The reactants are: Cl.Cl.[C:3]([C:5]1([NH:11][C:12](=[O:20])[C:13]2[CH:18]=[C:17]([CH3:19])[CH:16]=[N:15][CH:14]=2)[CH2:10][CH2:9][NH:8][CH2:7][CH2:6]1)#[N:4].[CH2:21]([O:23][C:24]1[CH:25]=[C:26]([CH:29]=[CH:30][C:31]=1[CH3:32])[CH:27]=O)[CH3:22].C(N(C(C)C)C(C)C)C.C([BH3-])#N.[Na+]. Given the product [C:3]([C:5]1([NH:11][C:12](=[O:20])[C:13]2[CH:18]=[C:17]([CH3:19])[CH:16]=[N:15][CH:14]=2)[CH2:10][CH2:9][N:8]([CH2:27][C:26]2[CH:29]=[CH:30][C:31]([CH3:32])=[C:24]([O:23][CH2:21][CH3:22])[CH:25]=2)[CH2:7][CH2:6]1)#[N:4], predict the reactants needed to synthesize it.